This data is from Reaction yield outcomes from USPTO patents with 853,638 reactions. The task is: Predict the reaction yield, written as a fraction of the theoretical maximum amount of product (1.0 means a 100% yield; for example, 0.34 means a 34% yield). (1) The product is [CH3:1][O:2][C:3]1[CH:4]=[C:5]2[C:10](=[CH:11][C:12]=1[O:13][CH3:14])[NH:9][CH:8]=[CH:7][C:6]2=[S:17]. The yield is 0.740. The catalyst is COCCOCCOC. The reactants are [CH3:1][O:2][C:3]1[CH:4]=[C:5]2[C:10](=[CH:11][C:12]=1[O:13][CH3:14])[NH:9][CH:8]=[CH:7][C:6]2=O.P12(SP3(SP(SP(S3)(S1)=S)(=S)S2)=S)=[S:17].C(=O)(O)[O-].[Na+]. (2) The reactants are [CH3:1][O:2][CH2:3][C@@H:4]([NH:6][C:7]([C:9]1[C:17]2[C:12](=[N:13][CH:14]=[C:15]([C:18]3[C:26]4[C:21](=[CH:22][CH:23]=[C:24]([CH:27]5[CH2:29][CH2:28]5)[CH:25]=4)[N:20]([CH3:30])[N:19]=3)[N:16]=2)[N:11](COCC[Si](C)(C)C)[CH:10]=1)=[O:8])[CH3:5].C(O)(C(F)(F)F)=O.C(N)CN. The catalyst is ClCCl. The product is [CH3:1][O:2][CH2:3][C@@H:4]([NH:6][C:7]([C:9]1[C:17]2[C:12](=[N:13][CH:14]=[C:15]([C:18]3[C:26]4[C:21](=[CH:22][CH:23]=[C:24]([CH:27]5[CH2:29][CH2:28]5)[CH:25]=4)[N:20]([CH3:30])[N:19]=3)[N:16]=2)[NH:11][CH:10]=1)=[O:8])[CH3:5]. The yield is 0.380. (3) The reactants are [CH2:1]([O:3][C:4]([C:6]1[N:7]=[C:8]2[C:13]([C:14]([F:17])([F:16])[F:15])=[CH:12][C:11](Br)=[CH:10][N:9]2[C:19]=1[Cl:20])=[O:5])[CH3:2].[O:21]1[CH:25]=[CH:24][CH:23]=[C:22]1B(O)O. The catalyst is [O-]P([O-])([O-])=O.[K+].[K+].[K+].O1CCOCC1. The product is [CH2:1]([O:3][C:4]([C:6]1[N:7]=[C:8]2[C:13]([C:14]([F:17])([F:16])[F:15])=[CH:12][C:11]([C:22]3[O:21][CH:25]=[CH:24][CH:23]=3)=[CH:10][N:9]2[C:19]=1[Cl:20])=[O:5])[CH3:2]. The yield is 0.940. (4) The product is [F:29][CH2:30][C:31]1([S:34]([NH:37][C:14]([C@@:9]2([NH:8][C:6](=[O:7])[O:5][C:1]([CH3:2])([CH3:3])[CH3:4])[CH2:11][C@H:10]2[CH:12]=[CH2:13])=[O:16])(=[O:36])=[O:35])[CH2:33][CH2:32]1. The yield is 0.960. The reactants are [C:1]([O:5][C:6]([NH:8][C@:9]1([C:14]([OH:16])=O)[CH2:11][C@H:10]1[CH:12]=[CH2:13])=[O:7])([CH3:4])([CH3:3])[CH3:2].C1N=CN(C(N2C=NC=C2)=O)C=1.[F:29][CH2:30][C:31]1([S:34]([NH2:37])(=[O:36])=[O:35])[CH2:33][CH2:32]1.C1CCN2C(=NCCC2)CC1. The catalyst is CN(C=O)C. (5) The reactants are [NH2:1][C@@H:2]([C:5]([OH:7])=[O:6])[CH2:3][OH:4].[ClH:8].[CH3:9]O. No catalyst specified. The product is [ClH:8].[CH3:9][O:6][C:5](=[O:7])[C@H:2]([CH2:3][OH:4])[NH2:1]. The yield is 0.990. (6) The reactants are [CH3:1][O:2][CH2:3][CH2:4][CH2:5][NH:6][C:7]1[C:17]([N+:18]([O-])=O)=[CH:16][C:10]([C:11]([O:13][CH2:14][CH3:15])=[O:12])=[CH:9][N:8]=1.S(S([O-])=O)([O-])=O.[Na+].[Na+]. The catalyst is O1CCOCC1.O.CCOC(C)=O.C([O-])(O)=O.[Na+]. The product is [NH2:18][C:17]1[C:7]([NH:6][CH2:5][CH2:4][CH2:3][O:2][CH3:1])=[N:8][CH:9]=[C:10]([CH:16]=1)[C:11]([O:13][CH2:14][CH3:15])=[O:12]. The yield is 0.640. (7) The reactants are [N:1]([C:4]([CH3:17])([CH3:16])[CH:5]=[C:6]1[CH2:11][C:10]([CH3:13])([CH3:12])[CH2:9][C:8]([CH3:15])([CH3:14])[CH2:7]1)=[N+]=[N-].[ClH:18].CC1(C)CC(C)(C)CC(=CC(N)C)C1. No catalyst specified. The product is [ClH:18].[CH3:17][C:4]([NH2:1])([CH3:16])[CH:5]=[C:6]1[CH2:7][C:8]([CH3:15])([CH3:14])[CH2:9][C:10]([CH3:13])([CH3:12])[CH2:11]1. The yield is 0.690. (8) The reactants are [Br:1][C:2]1[C:3]([NH:18][C:19]2[CH:26]=[CH:25][C:22]([C:23]#N)=[CH:21]C=2)=[N:4][C:5](NC2C(C)=CC(C)=CC=2C)=[N:6][CH:7]=1.CCO[CH2:30][CH3:31].Cl.[NH2:33][C:34]1[CH:41]=[CH:40][C:37]([C:38]#[N:39])=[CH:36][CH:35]=1.O1CCOC[CH2:43]1. No catalyst specified. The product is [Br:1][C:2]1[C:3]([NH:18][C:19]2[C:26]([CH3:43])=[CH:25][C:22]([CH3:23])=[CH:21][C:30]=2[CH3:31])=[N:4][C:5]([NH:33][C:34]2[CH:41]=[CH:40][C:37]([C:38]#[N:39])=[CH:36][CH:35]=2)=[N:6][CH:7]=1. The yield is 0.130.